From a dataset of Full USPTO retrosynthesis dataset with 1.9M reactions from patents (1976-2016). Predict the reactants needed to synthesize the given product. (1) The reactants are: [OH:1][C:2]1[C:10]([O:11][CH3:12])=[CH:9][C:8]([C:13]2[N:14]([C:24]([O:26][C:27]([CH3:30])([CH3:29])[CH3:28])=[O:25])[C:15]3[C:20]([CH:21]=2)=[CH:19][C:18]([CH:22]=O)=[CH:17][CH:16]=3)=[C:7]2[C:3]=1[CH2:4][NH:5][C:6]2=[O:31].[CH2:32]([NH:34][CH2:35][CH3:36])[CH3:33].C(O)(=O)C.C(O[BH-](OC(=O)C)OC(=O)C)(=O)C.[Na+]. Given the product [OH:1][C:2]1[C:10]([O:11][CH3:12])=[CH:9][C:8]([C:13]2[N:14]([C:24]([O:26][C:27]([CH3:30])([CH3:29])[CH3:28])=[O:25])[C:15]3[C:20]([CH:21]=2)=[CH:19][C:18]([CH2:22][N:34]([CH2:35][CH3:36])[CH2:32][CH3:33])=[CH:17][CH:16]=3)=[C:7]2[C:3]=1[CH2:4][NH:5][C:6]2=[O:31], predict the reactants needed to synthesize it. (2) Given the product [Cl:34][C:31]1[CH:32]=[CH:33][C:28](/[CH:27]=[N:26]/[NH:25][C:23]([C:12]2[CH:13]=[C:14]([N:17]3[CH2:18][CH2:19][CH2:20][CH2:21][CH2:22]3)[CH:15]=[CH:16][C:11]=2[NH:10][C:8]([C:7]2[CH:6]=[C:5]([CH:41]=[CH:40][CH:39]=2)[CH2:4][N:1]2[CH:43]=[C:42]([C:44]3[CH:52]=[CH:51][C:47]([C:48]([OH:50])=[O:49])=[CH:46][CH:45]=3)[N:3]=[N:2]2)=[O:9])=[O:24])=[CH:29][C:30]=1[C:35]([F:38])([F:36])[F:37], predict the reactants needed to synthesize it. The reactants are: [N:1]([CH2:4][C:5]1[CH:6]=[C:7]([CH:39]=[CH:40][CH:41]=1)[C:8]([NH:10][C:11]1[CH:16]=[CH:15][C:14]([N:17]2[CH2:22][CH2:21][CH2:20][CH2:19][CH2:18]2)=[CH:13][C:12]=1[C:23]([NH:25]/[N:26]=[CH:27]/[C:28]1[CH:33]=[CH:32][C:31]([Cl:34])=[C:30]([C:35]([F:38])([F:37])[F:36])[CH:29]=1)=[O:24])=[O:9])=[N+:2]=[N-:3].[C:42]([C:44]1[CH:52]=[CH:51][C:47]([C:48]([OH:50])=[O:49])=[CH:46][CH:45]=1)#[CH:43]. (3) Given the product [NH:8]1[CH2:13][CH2:12][C:11]2([C:22]3[C:17](=[CH:18][CH:19]=[CH:20][CH:21]=3)[C:15](=[O:16])[CH2:14]2)[CH2:10][CH2:9]1, predict the reactants needed to synthesize it. The reactants are: CC(OC([N:8]1[CH2:13][CH2:12][C:11]2([C:22]3[C:17](=[CH:18][CH:19]=[CH:20][CH:21]=3)[C:15](=[O:16])[CH2:14]2)[CH2:10][CH2:9]1)=O)(C)C.FC(F)(F)C(O)=O. (4) Given the product [F:1][C:2]1[CH:3]=[CH:4][C:5]([N:8]2[C:16]3[C:11](=[CH:12][C:13]([NH:17][CH2:18][C@@H:19]([NH2:22])[CH2:20][CH3:21])=[CH:14][CH:15]=3)[CH:10]=[N:9]2)=[CH:6][CH:7]=1, predict the reactants needed to synthesize it. The reactants are: [F:1][C:2]1[CH:7]=[CH:6][C:5]([N:8]2[C:16]3[C:11](=[CH:12][C:13]([NH:17][CH2:18][C@@H:19]([NH:22]S(C4C=CC=CC=4[N+]([O-])=O)(=O)=O)[CH2:20][CH3:21])=[CH:14][CH:15]=3)[CH:10]=[N:9]2)=[CH:4][CH:3]=1.C([O-])([O-])=O.[K+].[K+].C1(S)C=CC=CC=1.Cl. (5) Given the product [C:1]([N:8]1[CH2:9][CH2:10][N:11]([C:14]2[CH:19]=[CH:18][CH:17]=[CH:16][C:15]=2[O:20][CH2:21][C:22]([N:25]([CH2:32][CH3:33])[S:26]([CH3:29])(=[O:28])=[O:27])([CH3:23])[CH3:24])[CH2:12][CH2:13]1)([O:3][C:4]([CH3:7])([CH3:5])[CH3:6])=[O:2], predict the reactants needed to synthesize it. The reactants are: [C:1]([N:8]1[CH2:13][CH2:12][N:11]([C:14]2[CH:19]=[CH:18][CH:17]=[CH:16][C:15]=2[O:20][CH2:21][C:22]([NH:25][S:26]([CH3:29])(=[O:28])=[O:27])([CH3:24])[CH3:23])[CH2:10][CH2:9]1)([O:3][C:4]([CH3:7])([CH3:6])[CH3:5])=[O:2].[H-].[Na+].[CH2:32](I)[CH3:33]. (6) Given the product [CH3:4][N:3]([CH2:5][C:6]1([C:21]2([OH:27])[CH2:26][CH2:25][CH2:24][CH2:23][CH2:22]2)[C:16]2[CH:15]=[C:14]3[C:10]([CH2:11][CH2:12][NH:13]3)=[CH:9][C:8]=2[CH2:7]1)[CH3:2], predict the reactants needed to synthesize it. The reactants are: N.[CH3:2][N:3]([CH2:5][C:6]1([C:21]2([OH:27])[CH2:26][CH2:25][CH2:24][CH2:23][CH2:22]2)[C:16]2[CH:15]=[C:14]3[C:10]([CH2:11][CH2:12][N:13]3S(C)(=O)=O)=[CH:9][C:8]=2[CH2:7]1)[CH3:4].[Na].[Cl-].[NH4+]. (7) Given the product [ClH:1].[CH3:11][O:10][C:7]1[C:6]([CH3:12])=[CH:5][N:4]=[C:3]([CH2:2][NH:14][NH2:15])[C:8]=1[CH3:9], predict the reactants needed to synthesize it. The reactants are: [Cl:1][CH2:2][C:3]1[C:8]([CH3:9])=[C:7]([O:10][CH3:11])[C:6]([CH3:12])=[CH:5][N:4]=1.O.[NH2:14][NH2:15].